From a dataset of Reaction yield outcomes from USPTO patents with 853,638 reactions. Predict the reaction yield, written as a fraction of the theoretical maximum amount of product (1.0 means a 100% yield; for example, 0.34 means a 34% yield). (1) The reactants are [Cl:1][C:2]1[CH:3]=[C:4]([CH:8]2[C:17]3[C:12](=[CH:13][CH:14]=[C:15]([O:18]C)[CH:16]=3)[C:11](=[O:20])[CH2:10][CH2:9]2)[CH:5]=[CH:6][CH:7]=1.[C-]#N.[Na+].O.Cl. The catalyst is CS(C)=O. The product is [Cl:1][C:2]1[CH:3]=[C:4]([CH:8]2[C:17]3[C:12](=[CH:13][CH:14]=[C:15]([OH:18])[CH:16]=3)[C:11](=[O:20])[CH2:10][CH2:9]2)[CH:5]=[CH:6][CH:7]=1. The yield is 1.00. (2) The reactants are [Cl:1][C:2]1[CH:7]=[CH:6][C:5]([NH:8][C:9]2[S:10][CH:11]=[CH:12][N:13]=2)=[CH:4][C:3]=1[OH:14].C([O-])([O-])=O.[Cs+].[Cs+].Br[CH2:22][C:23]1[S:24][CH:25]=[CH:26][N:27]=1. The catalyst is CC(C)=O. The product is [Cl:1][C:2]1[CH:7]=[CH:6][C:5]([NH:8][C:9]2[S:10][CH:11]=[CH:12][N:13]=2)=[CH:4][C:3]=1[O:14][CH2:22][C:23]1[S:24][CH:25]=[CH:26][N:27]=1. The yield is 0.330.